From a dataset of Peptide-MHC class I binding affinity with 185,985 pairs from IEDB/IMGT. Regression. Given a peptide amino acid sequence and an MHC pseudo amino acid sequence, predict their binding affinity value. This is MHC class I binding data. (1) The peptide sequence is WESGAVLCV. The MHC is HLA-A02:06 with pseudo-sequence HLA-A02:06. The binding affinity (normalized) is 0.0847. (2) The peptide sequence is LLLLYQTFGR. The MHC is Patr-A0401 with pseudo-sequence Patr-A0401. The binding affinity (normalized) is 0.249. (3) The peptide sequence is RIGGVLIFR. The MHC is HLA-A68:02 with pseudo-sequence HLA-A68:02. The binding affinity (normalized) is 0.0847. (4) The peptide sequence is KECVDGTLL. The MHC is HLA-B08:01 with pseudo-sequence HLA-B08:01. The binding affinity (normalized) is 0.0847. (5) The peptide sequence is LTPEQKAYV. The MHC is Mamu-B03 with pseudo-sequence Mamu-B03. The binding affinity (normalized) is 0. (6) The peptide sequence is YVTLNASQYA. The MHC is HLA-A02:01 with pseudo-sequence HLA-A02:01. The binding affinity (normalized) is 0.0713.